Dataset: Forward reaction prediction with 1.9M reactions from USPTO patents (1976-2016). Task: Predict the product of the given reaction. Given the reactants N(C(OC(C)(C)C)=O)=NC(OC(C)(C)C)=O.[OH:17][C:18]1[C:27]([O:28][CH3:29])=[CH:26][CH:25]=[C:24]2[C:19]=1[C:20](=[O:38])[N:21](COC(=O)C(C)(C)C)[CH:22]=[N:23]2.C1(P(C2C=CC=CC=2)C2C=CC=CC=2)C=CC=CC=1.O[CH:59]1[CH2:64][CH2:63][N:62]([CH3:65])[CH2:61][CH2:60]1.N, predict the reaction product. The product is: [CH3:29][O:28][C:27]1[C:18]([O:17][CH:59]2[CH2:64][CH2:63][N:62]([CH3:65])[CH2:61][CH2:60]2)=[C:19]2[C:24](=[CH:25][CH:26]=1)[N:23]=[CH:22][NH:21][C:20]2=[O:38].